Dataset: Catalyst prediction with 721,799 reactions and 888 catalyst types from USPTO. Task: Predict which catalyst facilitates the given reaction. Reactant: [NH2:1][C:2]1[CH:3]=[CH:4][N:5]([CH3:27])[C:6]2[C:7]=1[CH:8]=[N:9][C:10]1[N:19]([C:20]3[CH:25]=[CH:24][C:23]([Cl:26])=[CH:22][CH:21]=3)[CH2:18][CH:17]=[C:12]3[NH:13][C:14](=[O:16])[C:15]=2[C:11]=13.[CH2:28]([S:30](Cl)(=[O:32])=[O:31])[CH3:29].C(N(CC)CC)C. Product: [Cl:26][C:23]1[CH:24]=[CH:25][C:20]([N:19]2[C:10]3=[C:11]4[C:15](=[C:6]5[N:5]([CH3:27])[CH:4]=[CH:3][C:2]([NH:1][S:30]([CH2:28][CH3:29])(=[O:32])=[O:31])=[C:7]5[CH:8]=[N:9]3)[C:14](=[O:16])[NH:13][C:12]4=[CH:17][CH2:18]2)=[CH:21][CH:22]=1. The catalyst class is: 4.